Dataset: Reaction yield outcomes from USPTO patents with 853,638 reactions. Task: Predict the reaction yield, written as a fraction of the theoretical maximum amount of product (1.0 means a 100% yield; for example, 0.34 means a 34% yield). (1) The reactants are [F:1][CH2:2][C@@H:3]([CH3:6])[CH2:4][OH:5].[F:7][C:8]([F:21])([F:20])[S:9](O[S:9]([C:8]([F:21])([F:20])[F:7])(=[O:11])=[O:10])(=[O:11])=[O:10].CC1C=CC=C(C)N=1. The yield is 0.748. The catalyst is C(Cl)Cl. The product is [F:7][C:8]([F:21])([F:20])[S:9]([O:5][CH2:4][C@H:3]([CH3:6])[CH2:2][F:1])(=[O:11])=[O:10]. (2) The reactants are [CH3:1][O:2][C@H:3]1[CH2:8][CH2:7][C@H:6]([CH2:9][N:10]2[C:15](=[O:16])[CH2:14][NH:13][C:12]3[N:17]=[CH:18][C:19]([C:21]4[C:22]([CH3:30])=[CH:23][C:24]([C:27]([NH2:29])=[O:28])=[N:25][CH:26]=4)=[N:20][C:11]2=3)[CH2:5][CH2:4]1.C(O[CH:37](OCC(C)(C)C)[N:38]([CH3:40])[CH3:39])C(C)(C)C. The catalyst is O1CCCC1. The product is [CH3:37][N:38](/[CH:40]=[N:29]\[C:27](=[O:28])[C:24]1[CH:23]=[C:22]([CH3:30])[C:21]([C:19]2[CH:18]=[N:17][C:12]3[NH:13][CH2:14][C:15](=[O:16])[N:10]([CH2:9][C@H:6]4[CH2:7][CH2:8][C@H:3]([O:2][CH3:1])[CH2:4][CH2:5]4)[C:11]=3[N:20]=2)=[CH:26][N:25]=1)[CH3:39]. The yield is 1.00. (3) The reactants are CO.[CH:3]1([NH:13][C:14]2[CH:20]=[CH:19][C:18]([C:21]3[O:22][C:23]4[CH:29]=[CH:28][CH:27]=[CH:26][C:24]=4[N:25]=3)=[CH:17][C:15]=2[NH2:16])[C:12]2[C:7](=[CH:8][CH:9]=[CH:10][CH:11]=2)[CH2:6][CH2:5][CH2:4]1.Cl.[C:31](=N)(OC)[CH3:32]. The catalyst is O. The product is [O:22]1[C:23]2[CH:29]=[CH:28][CH:27]=[CH:26][C:24]=2[N:25]=[C:21]1[C:18]1[CH:19]=[CH:20][C:14]2[N:13]([CH:3]3[C:12]4[C:7](=[CH:8][CH:9]=[CH:10][CH:11]=4)[CH2:6][CH2:5][CH2:4]3)[C:31]([CH3:32])=[N:16][C:15]=2[CH:17]=1. The yield is 0.470. (4) The reactants are [CH3:1][O:2][C:3]1[CH:4]=[C:5]([C:11]2[C:19]3[C:14](=[N:15][CH:16]=[CH:17][CH:18]=3)[NH:13][CH:12]=2)[CH:6]=[CH:7][C:8]=1[O:9][CH3:10].C(N(C(C)C)CC)C.[CH2:28]([O:30][C:31]1[CH:39]=[C:38]([N+:40]([O-:42])=[O:41])[CH:37]=[CH:36][C:32]=1[C:33](O)=[O:34])[CH3:29].F[P-](F)(F)(F)(F)F.Br[P+](N1CCCC1)(N1CCCC1)N1CCCC1. The catalyst is C(Cl)Cl. The product is [CH3:1][O:2][C:3]1[CH:4]=[C:5]([C:11]2[C:19]3[C:14](=[N:15][CH:16]=[CH:17][CH:18]=3)[N:13]([C:33]([C:32]3[CH:36]=[CH:37][C:38]([N+:40]([O-:42])=[O:41])=[CH:39][C:31]=3[O:30][CH2:28][CH3:29])=[O:34])[CH:12]=2)[CH:6]=[CH:7][C:8]=1[O:9][CH3:10]. The yield is 0.770. (5) The reactants are [CH2:1](Br)[C:2]1[CH:7]=[CH:6][CH:5]=[CH:4][CH:3]=1.[CH2:9]([O:11][C:12]([C:14]1[CH:15]=[CH:16][N:17]2[C:22]=1[C:21](=[O:23])[NH:20][C:19]([CH3:24])=[N:18]2)=[O:13])[CH3:10].C([O-])([O-])=O.[Cs+].[Cs+]. The catalyst is O1CCOCC1. The product is [CH2:9]([O:11][C:12]([C:14]1[CH:15]=[CH:16][N:17]2[C:22]=1[C:21](=[O:23])[N:20]([CH2:1][C:2]1[CH:7]=[CH:6][CH:5]=[CH:4][CH:3]=1)[C:19]([CH3:24])=[N:18]2)=[O:13])[CH3:10]. The yield is 0.700. (6) The reactants are [OH:1][C:2]([C:42]1[S:43][CH:44]=[CH:45][CH:46]=1)([C:37]1[S:38][CH:39]=[CH:40][CH:41]=1)[C:3]([O:5][C@H:6]1[CH2:11][CH2:10][C@H:9]([N:12]([CH2:14][CH2:15][C:16]([NH:18][C:19]2[CH:24]=[C:23]([O:25][CH3:26])[C:22]([CH2:27][O:28][Si](C(C)(C)C)(C)C)=[CH:21][C:20]=2[Cl:36])=[O:17])[CH3:13])[CH2:8][CH2:7]1)=[O:4].Cl.C(=O)(O)[O-].[Na+]. The catalyst is O1CCCC1. The product is [OH:1][C:2]([C:37]1[S:38][CH:39]=[CH:40][CH:41]=1)([C:42]1[S:43][CH:44]=[CH:45][CH:46]=1)[C:3]([O:5][C@H:6]1[CH2:7][CH2:8][C@H:9]([N:12]([CH2:14][CH2:15][C:16]([NH:18][C:19]2[CH:24]=[C:23]([O:25][CH3:26])[C:22]([CH2:27][OH:28])=[CH:21][C:20]=2[Cl:36])=[O:17])[CH3:13])[CH2:10][CH2:11]1)=[O:4]. The yield is 0.840. (7) The reactants are [CH3:1][N:2]1[C:14]2([CH2:19][CH2:18][N:17](C(OCC3C=CC=CC=3)=O)[CH2:16][CH2:15]2)[C:6]2=[CH:7][CH:8]=[C:9]([S:10]([CH3:13])(=[O:12])=[O:11])[N:5]2[CH2:4][CH2:3]1. The catalyst is CCO.[C].[Pd]. The product is [CH3:1][N:2]1[C:14]2([CH2:19][CH2:18][NH:17][CH2:16][CH2:15]2)[C:6]2=[CH:7][CH:8]=[C:9]([S:10]([CH3:13])(=[O:11])=[O:12])[N:5]2[CH2:4][CH2:3]1. The yield is 0.970. (8) The catalyst is O.[Cu]I.CN(C=O)C. The product is [C:1]([C:5]1[CH:10]=[C:9]([C:28]([F:34])([F:23])[F:33])[C:8]([N+:12]([O-:14])=[O:13])=[CH:7][C:6]=1[O:15][CH2:16][C:17]1[CH:22]=[CH:21][CH:20]=[CH:19][CH:18]=1)([CH3:4])([CH3:3])[CH3:2]. The yield is 0.670. The reactants are [C:1]([C:5]1[CH:10]=[C:9](Br)[C:8]([N+:12]([O-:14])=[O:13])=[CH:7][C:6]=1[O:15][CH2:16][C:17]1[CH:22]=[CH:21][CH:20]=[CH:19][CH:18]=1)([CH3:4])([CH3:3])[CH3:2].[F-:23].[K+].[K+].[Br-].Cl[C:28]([F:34])([F:33])C(OC)=O. (9) The reactants are [Cl:1][C:2]1[CH:7]=[C:6]([NH:8][CH:9]2[CH2:11][CH2:10]2)[N:5]2[N:12]=[CH:13][CH:14]=[C:4]2[N:3]=1.[NH2:15][C:16]1[CH:23]=[CH:22][C:19]([C:20]#[N:21])=[CH:18][CH:17]=1.Cl. The catalyst is CCO. The product is [ClH:1].[CH:9]1([NH:8][C:6]2[N:5]3[N:12]=[CH:13][CH:14]=[C:4]3[N:3]=[C:2]([NH:15][C:16]3[CH:23]=[CH:22][C:19]([C:20]#[N:21])=[CH:18][CH:17]=3)[CH:7]=2)[CH2:11][CH2:10]1. The yield is 0.630. (10) The reactants are Cl[C:2]1[N:3]=[CH:4][C:5]([C:8]([NH:10][C:11]2[NH:12][N:13]=[C:14]([CH2:16][CH2:17][C:18]3[CH:23]=[C:22]([O:24][CH3:25])[CH:21]=[C:20]([O:26][CH3:27])[CH:19]=3)[CH:15]=2)=[O:9])=[N:6][CH:7]=1.[CH3:28][N:29]1[CH2:34][CH2:33][NH:32][CH2:31][CH:30]1[CH3:35]. The catalyst is CS(C)=O. The product is [CH3:27][O:26][C:20]1[CH:19]=[C:18]([CH2:17][CH2:16][C:14]2[CH:15]=[C:11]([NH:10][C:8]([C:5]3[CH:4]=[N:3][C:2]([N:32]4[CH2:33][CH2:34][N:29]([CH3:28])[CH:30]([CH3:35])[CH2:31]4)=[CH:7][N:6]=3)=[O:9])[NH:12][N:13]=2)[CH:23]=[C:22]([O:24][CH3:25])[CH:21]=1. The yield is 0.810.